From a dataset of Forward reaction prediction with 1.9M reactions from USPTO patents (1976-2016). Predict the product of the given reaction. (1) Given the reactants C(Cl)(=O)C(Cl)=O.[Cl:7][C:8]1[CH:13]=[C:12]([CH2:14][OH:15])[CH:11]=[CH:10][N:9]=1.CS(C)=O.C(N(CC)CC)C.[NH4+].[Cl-], predict the reaction product. The product is: [Cl:7][C:8]1[CH:13]=[C:12]([CH:14]=[O:15])[CH:11]=[CH:10][N:9]=1. (2) The product is: [C:26]([NH:29][C:52]([C:51]1[C:45]2[C:46](=[N:47][CH:48]=[C:43]([C:36]3[C:35]4[C:39](=[CH:40][CH:41]=[C:33]([O:32][CH:31]([F:30])[F:63])[CH:34]=4)[N:38]([CH3:42])[N:37]=3)[N:44]=2)[N:49]([CH2:55][O:56][CH2:57][CH2:58][Si:59]([CH3:62])([CH3:61])[CH3:60])[CH:50]=1)=[O:53])([CH3:28])([CH3:27])[CH3:25]. Given the reactants CN(C(ON1N=NC2C=CC=NC1=2)=[N+](C)C)C.F[P-](F)(F)(F)(F)F.[CH3:25][C:26]([NH2:29])([CH3:28])[CH3:27].[F:30][CH:31]([F:63])[O:32][C:33]1[CH:34]=[C:35]2[C:39](=[CH:40][CH:41]=1)[N:38]([CH3:42])[N:37]=[C:36]2[C:43]1[N:44]=[C:45]2[C:51]([C:52](O)=[O:53])=[CH:50][N:49]([CH2:55][O:56][CH2:57][CH2:58][Si:59]([CH3:62])([CH3:61])[CH3:60])[C:46]2=[N:47][CH:48]=1, predict the reaction product. (3) Given the reactants [CH3:1][C:2]1[N:10]=[C:5]2[CH:6]=[CH:7][CH:8]=[CH:9][N:4]2[N:3]=1.[I:11]I.O, predict the reaction product. The product is: [I:11][C:9]1[N:4]2[N:3]=[C:2]([CH3:1])[N:10]=[C:5]2[CH:6]=[CH:7][CH:8]=1. (4) Given the reactants [F:1][C:2]1[CH:3]=[CH:4][C:5]([CH3:33])=[C:6]([S:8]([N:11]2[C:16]3[CH:17]=[C:18]([C:21]([NH:23][C:24]4[CH:32]=[CH:31][C:27]([C:28]([OH:30])=[O:29])=[CH:26][CH:25]=4)=[O:22])[CH:19]=[CH:20][C:15]=3[O:14][CH2:13][CH2:12]2)(=[O:10])=[O:9])[CH:7]=1.F[C:35]1C=CC(C)=C(S(Cl)(=O)=O)[CH:40]=1, predict the reaction product. The product is: [CH2:35]([O:29][C:28](=[O:30])[C:27]1[CH:26]=[CH:25][C:24]([NH:23][C:21]([C:18]2[CH:19]=[CH:20][C:15]3[O:14][CH2:13][CH2:12][N:11]([S:8]([C:6]4[CH:7]=[C:2]([F:1])[CH:3]=[CH:4][C:5]=4[CH3:33])(=[O:9])=[O:10])[C:16]=3[CH:17]=2)=[O:22])=[CH:32][CH:31]=1)[CH3:40]. (5) Given the reactants [Cl:1][C:2]1[N:7]=[CH:6][C:5]2[C:8](I)=[N:9][N:10](C(C3C=CC=CC=3)(C3C=CC=CC=3)C3C=CC=CC=3)[C:4]=2[CH:3]=1.CN(C)CC(O)=O.[CH3:38][S:39]([O-:41])=[O:40].[Na+], predict the reaction product. The product is: [Cl:1][C:2]1[N:7]=[CH:6][C:5]2[C:8]([S:39]([CH3:38])(=[O:41])=[O:40])=[N:9][NH:10][C:4]=2[CH:3]=1.